Predict the reactants needed to synthesize the given product. From a dataset of Full USPTO retrosynthesis dataset with 1.9M reactions from patents (1976-2016). (1) Given the product [NH4+:21].[OH-:4].[F:33][C:9]1[C:10]2[O:11][C:12]3[C:17](=[CH:16][C:15]([C:26]4[C:27]([F:32])=[N:28][CH:29]=[CH:30][CH:31]=4)=[CH:14][CH:13]=3)[C@@:18]3([CH2:24][O:23][C:22]([NH2:25])=[N:21]3)[C:19]=2[CH:20]=[C:7](/[CH:62]=[CH:63]/[C:64]2([CH3:68])[CH2:67][O:66][CH2:65]2)[CH:8]=1, predict the reactants needed to synthesize it. The reactants are: FC(F)(F)S(O[C:7]1[CH:20]=[C:19]2[C:10]([O:11][C:12]3[CH:13]=[CH:14][C:15]([C:26]4[C:27]([F:32])=[N:28][CH:29]=[CH:30][CH:31]=4)=[CH:16][C:17]=3[C@:18]32[CH2:24][O:23][C:22]([NH2:25])=[N:21]3)=[C:9]([F:33])[CH:8]=1)(=O)=[O:4].C1(P(C2C=CC=CC=2)C2C=CC=CC=2)C=CC=CC=1.[Cl-].[Li+].C([Sn](CCCC)(CCCC)/[CH:62]=[CH:63]/[C:64]1([CH3:68])[CH2:67][O:66][CH2:65]1)CCC. (2) Given the product [CH3:23][O:22][C:20](=[O:21])[CH:19]([O:11][C:8]1[CH:7]=[CH:6][CH:5]=[C:4]2[C:9]=1[CH:10]=[CH:2][NH:3]2)[CH3:12], predict the reactants needed to synthesize it. The reactants are: C[C:2]1[NH:3][C:4]2[C:9]([CH:10]=1)=[C:8]([OH:11])[CH:7]=[CH:6][CH:5]=2.[C:12](=O)([O-])[O-].[K+].[K+].Br[CH2:19][C:20]([O:22][CH3:23])=[O:21].O. (3) Given the product [F:12][C:9]1[CH:10]=[C:11]2[C:6](=[CH:7][C:8]=1[N:13]1[CH2:18][CH2:17][O:16][CH2:15][CH2:14]1)[N:5]=[C:4](/[CH:19]=[CH:20]/[C:21]1[O:22][C:23]([N+:26]([O-:28])=[O:27])=[CH:24][CH:25]=1)[N:3]=[C:2]2[NH:37][C:36]1[CH:35]=[CH:34][C:33]([S:30]([CH3:29])(=[O:32])=[O:31])=[CH:39][CH:38]=1, predict the reactants needed to synthesize it. The reactants are: Cl[C:2]1[C:11]2[C:6](=[CH:7][C:8]([N:13]3[CH2:18][CH2:17][O:16][CH2:15][CH2:14]3)=[C:9]([F:12])[CH:10]=2)[N:5]=[C:4]([CH:19]=[CH:20][C:21]2[O:22][C:23]([N+:26]([O-:28])=[O:27])=[CH:24][CH:25]=2)[N:3]=1.[CH3:29][S:30]([C:33]1[CH:39]=[CH:38][C:36]([NH2:37])=[CH:35][CH:34]=1)(=[O:32])=[O:31].